This data is from Full USPTO retrosynthesis dataset with 1.9M reactions from patents (1976-2016). The task is: Predict the reactants needed to synthesize the given product. (1) Given the product [CH2:16]([O:3][CH:4]1[CH2:7][CH:6]([S:8]([O:11][CH2:12][CH2:13][CH2:14][CH3:15])(=[O:10])=[O:9])[CH2:5]1)[C:17]1[CH:22]=[CH:21][CH:20]=[CH:19][CH:18]=1, predict the reactants needed to synthesize it. The reactants are: [H-].[Na+].[OH:3][CH:4]1[CH2:7][CH:6]([S:8]([O:11][CH2:12][CH2:13][CH2:14][CH3:15])(=[O:10])=[O:9])[CH2:5]1.[CH2:16](Br)[C:17]1[CH:22]=[CH:21][CH:20]=[CH:19][CH:18]=1.C(OCC)(=O)C. (2) Given the product [CH3:29][O:19][C:18](=[O:20])[CH:17]([CH:14]1[CH2:15][CH2:16][N:11]([C:9]([O:8][CH2:1][C:2]2[CH:3]=[CH:4][CH:5]=[CH:6][CH:7]=2)=[O:10])[CH2:12][CH2:13]1)[C:21]1[CH:26]=[CH:25][CH:24]=[CH:23][CH:22]=1, predict the reactants needed to synthesize it. The reactants are: [CH2:1]([O:8][C:9]([N:11]1[CH2:16][CH2:15][CH:14]([CH:17]([C:21]2[CH:26]=[CH:25][CH:24]=[CH:23][CH:22]=2)[C:18]([OH:20])=[O:19])[CH2:13][CH2:12]1)=[O:10])[C:2]1[CH:7]=[CH:6][CH:5]=[CH:4][CH:3]=1.[N+](=[CH2:29])=[N-]. (3) Given the product [C:19]([O:18][C:16]([N:9]1[CH2:8][CH2:7][C:6]2[C:11](=[C:2]([Br:1])[CH:3]=[C:4]([CH2:13][CH2:14][CH3:15])[C:5]=2[OH:12])[CH2:10]1)=[O:17])([CH3:22])([CH3:21])[CH3:20], predict the reactants needed to synthesize it. The reactants are: [Br:1][C:2]1[C:11]2[CH2:10][NH:9][CH2:8][CH2:7][C:6]=2[C:5]([OH:12])=[C:4]([CH2:13][CH2:14][CH3:15])[CH:3]=1.[C:16](O[C:16]([O:18][C:19]([CH3:22])([CH3:21])[CH3:20])=[O:17])([O:18][C:19]([CH3:22])([CH3:21])[CH3:20])=[O:17].